From a dataset of Forward reaction prediction with 1.9M reactions from USPTO patents (1976-2016). Predict the product of the given reaction. Given the reactants Br.[Br:2][CH:3]1[CH2:9][CH2:8][NH:7][CH2:6][CH2:5][C:4]1=O.[C:11]([NH2:15])(=[S:14])[CH2:12][CH3:13], predict the reaction product. The product is: [BrH:2].[CH2:12]([C:11]1[S:14][C:3]2[CH2:9][CH2:8][NH:7][CH2:6][CH2:5][C:4]=2[N:15]=1)[CH3:13].